From a dataset of Full USPTO retrosynthesis dataset with 1.9M reactions from patents (1976-2016). Predict the reactants needed to synthesize the given product. Given the product [CH2:16]([N:18]([CH2:19][CH3:20])[C:9](=[O:11])[C:8]([C:5]1[CH:6]=[CH:7][C:2]([I:1])=[C:3]([O:14][CH3:15])[CH:4]=1)([CH3:13])[CH3:12])[CH3:17], predict the reactants needed to synthesize it. The reactants are: [I:1][C:2]1[CH:7]=[CH:6][C:5]([C:8]([CH3:13])([CH3:12])[C:9]([OH:11])=O)=[CH:4][C:3]=1[O:14][CH3:15].[CH2:16]([NH:18][CH2:19][CH3:20])[CH3:17].